Dataset: Experimentally validated miRNA-target interactions with 360,000+ pairs, plus equal number of negative samples. Task: Binary Classification. Given a miRNA mature sequence and a target amino acid sequence, predict their likelihood of interaction. The miRNA is hsa-miR-591 with sequence AGACCAUGGGUUCUCAUUGU. The protein sequence of the target gene is MLNKMTLHPQQIMIGPRFNRALFDPLLVVLLALQLLVVAGLVRAQTCPSVCSCSNQFSKVICVRKNLREVPDGISTNTRLLNLHENQIQIIKVNSFKHLRHLEILQLSRNHIRTIEIGAFNGLANLNTLELFDNRLTTIPNGAFVYLSKLKELWLRNNPIESIPSYAFNRIPSLRRLDLGELKRLSYISEGAFEGLSNLRYLNLAMCNLREIPNLTPLIKLDELDLSGNHLSAIRPGSFQGLMHLQKLWMIQSQIQVIERNAFDNLQSLVEINLAHNNLTLLPHDLFTPLHHLERIHLHH.... Result: 0 (no interaction).